From a dataset of Forward reaction prediction with 1.9M reactions from USPTO patents (1976-2016). Predict the product of the given reaction. (1) Given the reactants [Br:1][C:2]1[CH:3]=[C:4]([N+:10]([O-:12])=[O:11])[C:5]([NH2:9])=[N:6][C:7]=1Br.[F:13][C:14]1[CH:15]=[C:16](B(O)O)[CH:17]=[CH:18][CH:19]=1.C(=O)([O-])[O-].[Na+].[Na+], predict the reaction product. The product is: [Br:1][C:2]1[CH:3]=[C:4]([N+:10]([O-:12])=[O:11])[C:5]([NH2:9])=[N:6][C:7]=1[C:18]1[CH:17]=[CH:16][CH:15]=[C:14]([F:13])[CH:19]=1. (2) Given the reactants CN(C(ON1N=NC2C=CC=NC1=2)=[N+](C)C)C.F[P-](F)(F)(F)(F)F.[CH3:25][O:26][C:27](=[O:40])[C:28]1[CH:33]=[CH:32][C:31]([N:34]2[CH2:39][CH2:38][NH:37][CH2:36][CH2:35]2)=[CH:30][CH:29]=1.[Cl:41][C:42]1[C:43]([C:52]([F:55])([F:54])[F:53])=[N:44][N:45]([CH2:48][C:49](O)=[O:50])[C:46]=1[CH3:47], predict the reaction product. The product is: [CH3:25][O:26][C:27](=[O:40])[C:28]1[CH:29]=[CH:30][C:31]([N:34]2[CH2:39][CH2:38][N:37]([C:49](=[O:50])[CH2:48][N:45]3[C:46]([CH3:47])=[C:42]([Cl:41])[C:43]([C:52]([F:55])([F:54])[F:53])=[N:44]3)[CH2:36][CH2:35]2)=[CH:32][CH:33]=1. (3) Given the reactants C(OC(=O)[NH:7][CH2:8][C:9](=[O:19])[NH:10][C:11]1[CH:16]=[CH:15][C:14]([O:17][CH3:18])=[CH:13][CH:12]=1)(C)(C)C, predict the reaction product. The product is: [NH2:7][CH2:8][C:9]([NH:10][C:11]1[CH:16]=[CH:15][C:14]([O:17][CH3:18])=[CH:13][CH:12]=1)=[O:19]. (4) Given the reactants [Cl:1][C:2]1[CH:7]=[C:6]([Cl:8])[CH:5]=[CH:4][C:3]=1B(O)O.C[O:13][C:14](=[O:22])[C:15]1[CH:20]=[CH:19][C:18](I)=[CH:17][CH:16]=1.C([O-])([O-])=O.[K+].[K+], predict the reaction product. The product is: [Cl:1][C:2]1[CH:7]=[C:6]([Cl:8])[CH:5]=[CH:4][C:3]=1[C:18]1[CH:19]=[CH:20][C:15]([C:14]([OH:22])=[O:13])=[CH:16][CH:17]=1. (5) Given the reactants [CH:1]([C:4]1[C:5]([C:30]([C:32]2[CH:33]=[C:34]([CH:37]=[CH:38][CH:39]=2)[CH:35]=O)=[O:31])=[N:6][C:7]([O:20][CH2:21][C:22]2[CH:27]=[CH:26][C:25]([O:28][CH3:29])=[CH:24][CH:23]=2)=[N:8][C:9]=1[O:10][CH2:11][C:12]1[CH:17]=[CH:16][C:15]([O:18][CH3:19])=[CH:14][CH:13]=1)([CH3:3])[CH3:2].[C:40]([CH2:42]P(=O)(OCC)OCC)#[N:41].CC(C)([O-])C.[K+], predict the reaction product. The product is: [CH:1]([C:4]1[C:5]([C:30]([C:32]2[CH:33]=[C:34]([CH:35]=[CH:42][C:40]#[N:41])[CH:37]=[CH:38][CH:39]=2)=[O:31])=[N:6][C:7]([O:20][CH2:21][C:22]2[CH:27]=[CH:26][C:25]([O:28][CH3:29])=[CH:24][CH:23]=2)=[N:8][C:9]=1[O:10][CH2:11][C:12]1[CH:17]=[CH:16][C:15]([O:18][CH3:19])=[CH:14][CH:13]=1)([CH3:3])[CH3:2]. (6) Given the reactants [CH2:1]1[C:10]2[CH:9]=[CH:8][CH:7]=[C:6]([OH:11])[C:5]=2[CH2:4][CH2:3][NH:2]1.Cl.[C:13](O[C:13]([O:15][C:16]([CH3:19])([CH3:18])[CH3:17])=[O:14])([O:15][C:16]([CH3:19])([CH3:18])[CH3:17])=[O:14].[OH-].[Na+], predict the reaction product. The product is: [OH:11][C:6]1[CH:7]=[CH:8][CH:9]=[C:10]2[C:5]=1[CH2:4][CH2:3][N:2]([C:13]([O:15][C:16]([CH3:19])([CH3:18])[CH3:17])=[O:14])[CH2:1]2. (7) Given the reactants [CH2:1]([O:8][C:9]1[CH:14]=[CH:13][C:12]([C:15]2[N:19]([C:20]3[CH:25]=[CH:24][C:23]([O:26][CH3:27])=[CH:22][CH:21]=3)[N:18]=[C:17]([OH:28])[CH:16]=2)=[CH:11][CH:10]=1)[C:2]1[CH:7]=[CH:6][CH:5]=[CH:4][CH:3]=1.Br[CH2:30][CH:31]([CH3:33])[CH3:32].C(=O)([O-])[O-].[K+].[K+], predict the reaction product. The product is: [CH2:1]([O:8][C:9]1[CH:10]=[CH:11][C:12]([C:15]2[N:19]([C:20]3[CH:25]=[CH:24][C:23]([O:26][CH3:27])=[CH:22][CH:21]=3)[N:18]=[C:17]([O:28][CH2:30][CH:31]([CH3:33])[CH3:32])[CH:16]=2)=[CH:13][CH:14]=1)[C:2]1[CH:7]=[CH:6][CH:5]=[CH:4][CH:3]=1. (8) Given the reactants N(C(OC(C)C)=O)=NC(OC(C)C)=O.C1(P(C2C=CC=CC=2)C2C=CC=CC=2)C=CC=CC=1.[N+:34]([C:37]1[CH:38]=[CH:39][C:40]([OH:43])=[N:41][CH:42]=1)([O-:36])=[O:35].O[CH:45]1[CH2:50][CH2:49][C:48]([CH3:56])([C:51]([O:53][CH2:54][CH3:55])=[O:52])[CH2:47][CH2:46]1, predict the reaction product. The product is: [CH3:56][C:48]1([C:51]([O:53][CH2:54][CH3:55])=[O:52])[CH2:49][CH2:50][CH:45]([O:43][C:40]2[CH:39]=[CH:38][C:37]([N+:34]([O-:36])=[O:35])=[CH:42][N:41]=2)[CH2:46][CH2:47]1. (9) Given the reactants BrC1C=CC=C2C=1CC[C@H]2O[Si](C(C)(C)C)(C)C.[C:19]([Si:23]([CH3:44])([CH3:43])[O:24][CH:25]1[C:33]2[C:28](=[C:29]([B:34]3[O:38][C:37]([CH3:40])([CH3:39])[C:36]([CH3:42])([CH3:41])[O:35]3)[CH:30]=[CH:31][CH:32]=2)[CH2:27][CH2:26]1)([CH3:22])([CH3:21])[CH3:20], predict the reaction product. The product is: [C:19]([Si:23]([CH3:44])([CH3:43])[O:24][C@H:25]1[C:33]2[C:28](=[C:29]([B:34]3[O:35][C:36]([CH3:42])([CH3:41])[C:37]([CH3:40])([CH3:39])[O:38]3)[CH:30]=[CH:31][CH:32]=2)[CH2:27][CH2:26]1)([CH3:22])([CH3:21])[CH3:20]. (10) Given the reactants [C:1]1(=[O:7])[O:6][CH2:5][CH2:4][CH2:3][CH2:2]1.OS(O)(=O)=O.[C:13]([O-])(O)=[O:14].[Na+], predict the reaction product. The product is: [OH:14][CH2:13][CH2:4][CH2:3][CH2:2][C:1]([O:6][CH3:5])=[O:7].